Dataset: Forward reaction prediction with 1.9M reactions from USPTO patents (1976-2016). Task: Predict the product of the given reaction. (1) Given the reactants [Cl:1][C:2]1[CH:10]=[CH:9][C:8]2[N:7]([CH2:11][C:12]([C:15]3[CH:20]=[CH:19][N:18]=[CH:17][CH:16]=3)(O)[CH3:13])[C:6]3[CH2:21][CH2:22][N:23]([CH3:25])[CH2:24][C:5]=3[C:4]=2[CH:3]=1.S(=O)(=O)(O)O.[OH-].[K+], predict the reaction product. The product is: [Cl:1][C:2]1[CH:10]=[CH:9][C:8]2[N:7](/[CH:11]=[C:12](/[C:15]3[CH:20]=[CH:19][N:18]=[CH:17][CH:16]=3)\[CH3:13])[C:6]3[CH2:21][CH2:22][N:23]([CH3:25])[CH2:24][C:5]=3[C:4]=2[CH:3]=1. (2) Given the reactants Cl.[F:2][C:3]1[CH:4]=[CH:5][C:6]2[N:15]=[C:14]([NH2:16])[C:13]3[CH:12]=[CH:11][S:10][C:9]=3[NH:8][C:7]=2[CH:17]=1.[CH3:18][O:19][CH2:20][CH2:21][C@H:22]1[CH2:27]N[CH2:25][CH2:24][NH:23]1.CS(C)=O.C1(C)C=CC=CC=1, predict the reaction product. The product is: [F:2][C:3]1[CH:4]=[CH:5][C:6]2[N:15]=[C:14]([N:16]3[CH2:25][CH2:24][NH:23][C@@H:22]([CH2:21][CH2:20][O:19][CH3:18])[CH2:27]3)[C:13]3[CH:12]=[CH:11][S:10][C:9]=3[NH:8][C:7]=2[CH:17]=1. (3) Given the reactants C(OC([N:8]1[CH2:13][CH2:12][N:11]([C:14](=[S:33])[O:15][CH2:16][C:17]2[CH:22]=[CH:21][C:20]([O:23][S:24]([C:27]3[CH:32]=[CH:31][CH:30]=[CH:29][CH:28]=3)(=[O:26])=[O:25])=[CH:19][CH:18]=2)[CH2:10][CH2:9]1)=O)(C)(C)C.[ClH:34], predict the reaction product. The product is: [ClH:34].[N:11]1([C:14](=[S:33])[O:15][CH2:16][C:17]2[CH:22]=[CH:21][C:20]([O:23][S:24]([C:27]3[CH:28]=[CH:29][CH:30]=[CH:31][CH:32]=3)(=[O:26])=[O:25])=[CH:19][CH:18]=2)[CH2:12][CH2:13][NH:8][CH2:9][CH2:10]1. (4) Given the reactants CO.[CH2:3]([CH:15]=[CH:16][C:17]1[CH:22]=[CH:21][CH:20]=[CH:19][CH:18]=1)[CH2:4][CH2:5][CH2:6][CH2:7][CH2:8][CH2:9][CH2:10][CH2:11][CH2:12]CC.[CH3:23][CH2:24]CCCC, predict the reaction product. The product is: [CH2:16]([C:17]1[CH:18]=[CH:19][C:20]([CH:23]=[CH2:24])=[CH:21][CH:22]=1)[CH2:15][CH2:3][CH2:4][CH2:5][CH2:6][CH2:7][CH2:8][CH2:9][CH2:10][CH2:11][CH3:12]. (5) Given the reactants [C:1]([O:5][C:6]([N:8]1[CH2:13][CH2:12][C@:11]([OH:28])([C:14]2[CH:19]=[CH:18][C:17]([CH2:20][O:21][CH2:22][C@@H:23]([CH3:27])[CH2:24][O:25][CH3:26])=[CH:16][CH:15]=2)[C@@H:10]([O:29][CH2:30][C:31]2[CH:32]=[CH:33][C:34]3[O:39][CH2:38][CH2:37][N:36]([CH2:40][CH2:41][CH2:42][O:43][CH3:44])[C:35]=3[CH:45]=2)[CH2:9]1)=[O:7])([CH3:4])([CH3:3])[CH3:2].Br[CH2:47][CH2:48][CH2:49][O:50][CH3:51], predict the reaction product. The product is: [C:1]([O:5][C:6]([N:8]1[CH2:13][CH2:12][C@@:11]([C:14]2[CH:15]=[CH:16][C:17]([CH2:20][O:21][CH2:22][C@@H:23]([CH3:27])[CH2:24][O:25][CH3:26])=[CH:18][CH:19]=2)([O:28][CH2:47][CH2:48][CH2:49][O:50][CH3:51])[C@@H:10]([O:29][CH2:30][C:31]2[CH:32]=[CH:33][C:34]3[O:39][CH2:38][CH2:37][N:36]([CH2:40][CH2:41][CH2:42][O:43][CH3:44])[C:35]=3[CH:45]=2)[CH2:9]1)=[O:7])([CH3:4])([CH3:2])[CH3:3]. (6) Given the reactants [F:1][C:2]1[CH:7]=[C:6](F)[CH:5]=[CH:4][C:3]=1[N+:9]([O-:11])=[O:10].[CH3:12][CH:13]([C:19]([O:21][CH2:22][CH3:23])=[O:20])[C:14]([O:16][CH2:17][CH3:18])=[O:15].[OH-].[Na+].Cl, predict the reaction product. The product is: [CH2:17]([O:16][C:14](=[O:15])[C:13]([C:6]1[CH:5]=[CH:4][C:3]([N+:9]([O-:11])=[O:10])=[C:2]([F:1])[CH:7]=1)([CH3:12])[C:19]([O:21][CH2:22][CH3:23])=[O:20])[CH3:18]. (7) Given the reactants [F:8][C:7]([F:10])([F:9])[C:6](O[C:6](=[O:11])[C:7]([F:10])([F:9])[F:8])=[O:11].[NH2:14][C:15]1[C:24]([F:25])=[C:23]([F:26])[C:22]([O:27][CH3:28])=[C:21]2[C:16]=1[C:17](=[O:35])[C:18]([C:32]([OH:34])=[O:33])=[CH:19][N:20]2[CH:29]1[CH2:31][CH2:30]1, predict the reaction product. The product is: [CH:29]1([N:20]2[C:21]3[C:16](=[C:15]([NH:14][C:6](=[O:11])[C:7]([F:8])([F:9])[F:10])[C:24]([F:25])=[C:23]([F:26])[C:22]=3[O:27][CH3:28])[C:17](=[O:35])[C:18]([C:32]([OH:34])=[O:33])=[CH:19]2)[CH2:30][CH2:31]1. (8) Given the reactants [NH2:1][CH2:2][C:3]1[CH:20]=[CH:19][C:6]2[N:7]([CH2:12][CH2:13][CH2:14][C:15]([F:18])([F:17])[F:16])[C:8]([CH2:10][OH:11])=[N:9][C:5]=2[CH:4]=1.[C:21](O[C:21]([O:23][C:24]([CH3:27])([CH3:26])[CH3:25])=[O:22])([O:23][C:24]([CH3:27])([CH3:26])[CH3:25])=[O:22].C(N(C(C)C)CC)(C)C.C([O-])([O-])=O.[K+].[K+], predict the reaction product. The product is: [NH3:1].[OH:11][CH2:10][C:8]1[N:7]([CH2:12][CH2:13][CH2:14][C:15]([F:18])([F:17])[F:16])[C:6]2[CH:19]=[CH:20][C:3]([CH2:2][NH:1][C:21](=[O:22])[O:23][C:24]([CH3:27])([CH3:26])[CH3:25])=[CH:4][C:5]=2[N:9]=1. (9) Given the reactants N[C:2]1([OH:8])[CH:7]=[CH:6][CH:5]=[CH:4][CH2:3]1.CC1C=CC(S(O[CH2:20][CH2:21][NH:22][C:23]([O:25][C:26]([CH3:29])([CH3:28])[CH3:27])=[O:24])(=O)=O)=CC=1.C(=O)([O-])[O-].[Cs+].[Cs+].C[N:37](C=O)C, predict the reaction product. The product is: [NH2:37][C:4]1[CH:3]=[C:2]([CH:7]=[CH:6][CH:5]=1)[O:8][CH2:20][CH2:21][NH:22][C:23](=[O:24])[O:25][C:26]([CH3:29])([CH3:28])[CH3:27].